This data is from NCI-60 drug combinations with 297,098 pairs across 59 cell lines. The task is: Regression. Given two drug SMILES strings and cell line genomic features, predict the synergy score measuring deviation from expected non-interaction effect. Drug 1: C1=CN(C=N1)CC(O)(P(=O)(O)O)P(=O)(O)O. Drug 2: C(CN)CNCCSP(=O)(O)O. Cell line: SF-539. Synergy scores: CSS=1.00, Synergy_ZIP=1.24, Synergy_Bliss=2.14, Synergy_Loewe=-6.46, Synergy_HSA=-2.05.